Predict the reactants needed to synthesize the given product. From a dataset of Full USPTO retrosynthesis dataset with 1.9M reactions from patents (1976-2016). (1) Given the product [CH:20]([OH:22])=[O:21].[CH:1]1[C:11]2[CH2:10][C:9]3([CH2:15][CH2:14][CH:13]([N:16]4[CH2:17][CH:18]([C:20]([OH:22])=[O:21])[CH2:19]4)[CH2:12]3)[C:8]3[CH:24]=[CH:25][CH:26]=[CH:27][C:7]=3[O:6][C:5]=2[CH:4]=[CH:3][CH:2]=1, predict the reactants needed to synthesize it. The reactants are: [CH:1]1[C:11]2[CH2:10][C:9]3([CH2:15][CH2:14][CH:13]([N:16]4[CH2:19][CH:18]([C:20]([O:22]C)=[O:21])[CH2:17]4)[CH2:12]3)[C:8]3[CH:24]=[CH:25][CH:26]=[CH:27][C:7]=3[O:6][C:5]=2[CH:4]=[CH:3][CH:2]=1.[OH-].[K+]. (2) The reactants are: Cl.Cl.Cl.[Br:4][C:5]1[CH:6]=[C:7]2[C:11](=[CH:12][CH:13]=1)[C@@H:10]([N:14]1[CH2:19][CH2:18][N:17]([C:20]3([CH3:26])[CH2:25][CH2:24][NH:23][CH2:22][CH2:21]3)[CH2:16][C@@H:15]1[CH3:27])[C@H:9]([O:28][CH2:29][CH3:30])[CH2:8]2.[CH3:31][C:32]1[C:37]([C:38](O)=[O:39])=[C:36]([CH3:41])[N:35]=[CH:34][N:33]=1.Cl.CN(C)CCCN=C=NCC.ON1C2C=CC=CC=2N=N1.C(N(CC)CC)C. Given the product [Br:4][C:5]1[CH:6]=[C:7]2[C:11](=[CH:12][CH:13]=1)[C@H:10]([N:14]1[CH2:19][CH2:18][N:17]([C:20]3([CH3:26])[CH2:21][CH2:22][N:23]([C:38]([C:37]4[C:32]([CH3:31])=[N:33][CH:34]=[N:35][C:36]=4[CH3:41])=[O:39])[CH2:24][CH2:25]3)[CH2:16][C@@H:15]1[CH3:27])[C@H:9]([O:28][CH2:29][CH3:30])[CH2:8]2, predict the reactants needed to synthesize it.